Dataset: Full USPTO retrosynthesis dataset with 1.9M reactions from patents (1976-2016). Task: Predict the reactants needed to synthesize the given product. Given the product [CH2:15]([O:14][CH:13]([O:17][CH2:18][CH3:19])/[CH:12]=[CH:11]/[C:10]1[C:5]2[S:4][CH:3]=[C:2]([C:31]3[CH:32]=[CH:33][C:28]([O:21][C:22]4[CH:27]=[CH:26][CH:25]=[CH:24][CH:23]=4)=[CH:29][CH:30]=3)[C:6]=2[C:7]([NH2:20])=[N:8][CH:9]=1)[CH3:16], predict the reactants needed to synthesize it. The reactants are: Br[C:2]1[C:6]2[C:7]([NH2:20])=[N:8][CH:9]=[C:10](/[CH:11]=[CH:12]/[CH:13]([O:17][CH2:18][CH3:19])[O:14][CH2:15][CH3:16])[C:5]=2[S:4][CH:3]=1.[O:21]([C:28]1[CH:33]=[CH:32][C:31](B(O)O)=[CH:30][CH:29]=1)[C:22]1[CH:27]=[CH:26][CH:25]=[CH:24][CH:23]=1.C(=O)([O-])[O-].[Na+].[Na+].